From a dataset of Full USPTO retrosynthesis dataset with 1.9M reactions from patents (1976-2016). Predict the reactants needed to synthesize the given product. Given the product [Br:8][C:9]1[CH:10]=[C:11]2[C:16](=[CH:17][CH:18]=1)[C:15](=[O:19])[N:14]([CH2:20][C:21]1[CH:22]=[CH:23][C:24]([S:27]([NH:30][C:1](=[O:3])[CH3:2])(=[O:28])=[O:29])=[CH:25][CH:26]=1)[C:13]([C:31](=[O:34])[CH2:32][CH3:33])=[C:12]2[C:35]1[CH:36]=[CH:37][CH:38]=[CH:39][CH:40]=1, predict the reactants needed to synthesize it. The reactants are: [C:1](OC(=O)C)(=[O:3])[CH3:2].[Br:8][C:9]1[CH:10]=[C:11]2[C:16](=[CH:17][CH:18]=1)[C:15](=[O:19])[N:14]([CH2:20][C:21]1[CH:26]=[CH:25][C:24]([S:27]([NH2:30])(=[O:29])=[O:28])=[CH:23][CH:22]=1)[C:13]([C:31](=[O:34])[CH2:32][CH3:33])=[C:12]2[C:35]1[CH:40]=[CH:39][CH:38]=[CH:37][CH:36]=1.